This data is from Catalyst prediction with 721,799 reactions and 888 catalyst types from USPTO. The task is: Predict which catalyst facilitates the given reaction. (1) Reactant: [Cl:1][C:2]1[CH:3]=[N:4][C:5]([N:8]2[CH2:13][CH2:12][CH:11]([C@H:14]3[CH2:16][C@H:15]3[CH2:17][CH2:18][OH:19])[CH2:10][CH2:9]2)=[N:6][CH:7]=1.[N:20]1([C:24](=[O:34])[CH2:25][C:26]2[CH:31]=[CH:30][C:29](O)=[CH:28][C:27]=2[CH3:33])[CH2:23][CH2:22][CH2:21]1.C1(P(C2C=CC=CC=2)C2C=CC=CC=2)C=CC=CC=1.CC(OC(/N=N/C(OC(C)C)=O)=O)C. Product: [N:20]1([C:24](=[O:34])[CH2:25][C:26]2[CH:31]=[CH:30][C:29]([O:19][CH2:18][CH2:17][C@@H:15]3[CH2:16][C@@H:14]3[CH:11]3[CH2:12][CH2:13][N:8]([C:5]4[N:6]=[CH:7][C:2]([Cl:1])=[CH:3][N:4]=4)[CH2:9][CH2:10]3)=[CH:28][C:27]=2[CH3:33])[CH2:23][CH2:22][CH2:21]1. The catalyst class is: 133. (2) Reactant: [CH3:1][O:2][CH2:3][CH2:4][O:5][C:6]1[CH:11]=[CH:10][CH:9]=[CH:8][C:7]=1[C:12](=O)[CH2:13][C:14]([C:16]1[CH:21]=[CH:20][C:19]([O:22]CC2C=CC=CC=2)=[C:18]([CH3:30])[CH:17]=1)=O.[NH2:32][C:33]([NH2:35])=[O:34].[ClH:36].O1CCOCC1. Product: [ClH:36].[OH:22][C:19]1[CH:20]=[CH:21][C:16]([C:14]2[CH:13]=[C:12]([C:7]3[CH:8]=[CH:9][CH:10]=[CH:11][C:6]=3[O:5][CH2:4][CH2:3][O:2][CH3:1])[NH:35][C:33](=[O:34])[N:32]=2)=[CH:17][C:18]=1[CH3:30]. The catalyst class is: 8. (3) Reactant: [OH:1][C:2]1[CH:29]=[CH:28][C:5]([O:6][CH2:7][CH2:8][CH2:9][C:10]2[CH:27]=[CH:26][C:13]([O:14][CH2:15][C:16]3[CH:25]=[CH:24][CH:23]=[CH:22][C:17]=3[C:18]([O:20][CH3:21])=[O:19])=[CH:12][CH:11]=2)=[CH:4][CH:3]=1.C(N(CC)CC)C.[CH3:37][S:38](Cl)(=[O:40])=[O:39]. Product: [CH3:37][S:38]([O:1][C:2]1[CH:3]=[CH:4][C:5]([O:6][CH2:7][CH2:8][CH2:9][C:10]2[CH:27]=[CH:26][C:13]([O:14][CH2:15][C:16]3[CH:25]=[CH:24][CH:23]=[CH:22][C:17]=3[C:18]([O:20][CH3:21])=[O:19])=[CH:12][CH:11]=2)=[CH:28][CH:29]=1)(=[O:40])=[O:39]. The catalyst class is: 4. (4) Reactant: [NH2:1][C@@H:2]1[CH2:6][CH2:5][N:4]([C:7]2[CH:36]=[CH:35][C:10]([C:11]([NH:13][C:14]3[CH:15]=[C:16]([C:28]4[CH:33]=[CH:32][C:31]([F:34])=[CH:30][CH:29]=4)[CH:17]=[CH:18][C:19]=3[NH:20][C:21](=[O:27])[O:22][C:23]([CH3:26])([CH3:25])[CH3:24])=[O:12])=[CH:9][CH:8]=2)[CH2:3]1.[C:37](OC(=O)C)(=[O:39])[CH3:38]. Product: [C:37]([NH:1][C@@H:2]1[CH2:6][CH2:5][N:4]([C:7]2[CH:8]=[CH:9][C:10]([C:11]([NH:13][C:14]3[CH:15]=[C:16]([C:28]4[CH:29]=[CH:30][C:31]([F:34])=[CH:32][CH:33]=4)[CH:17]=[CH:18][C:19]=3[NH:20][C:21](=[O:27])[O:22][C:23]([CH3:26])([CH3:25])[CH3:24])=[O:12])=[CH:35][CH:36]=2)[CH2:3]1)(=[O:39])[CH3:38]. The catalyst class is: 17. (5) Reactant: [OH:1][C:2]1[N:7]([C:8]2[CH:13]=[CH:12][CH:11]=[CH:10][N:9]=2)[C:6](=[O:14])[N:5]([CH2:15][C:16]2[CH:21]=[CH:20][CH:19]=[CH:18][CH:17]=2)[C:4](=[O:22])[C:3]=1[C:23](OCC)=[O:24].[N:28](C1C=CC=CN=1)=C=O.[H-].[Na+].C1(CNC([CH:49](C(OCC)=O)[C:50]([O:52]CC)=[O:51])=O)C=CC=CC=1. Product: [OH:1][C:2]1[N:7]([C:8]2[CH:13]=[CH:12][CH:11]=[CH:10][N:9]=2)[C:6](=[O:14])[N:5]([CH2:15][C:16]2[CH:21]=[CH:20][CH:19]=[CH:18][CH:17]=2)[C:4](=[O:22])[C:3]=1[C:23]([NH:28][CH2:49][C:50]([OH:52])=[O:51])=[O:24]. The catalyst class is: 346.